From a dataset of Full USPTO retrosynthesis dataset with 1.9M reactions from patents (1976-2016). Predict the reactants needed to synthesize the given product. (1) Given the product [CH2:1]([O:8][C:9]1[CH:10]=[C:11]([C:15]2[N:20]=[C:19]([N:21]3[CH2:26][CH2:25][O:24][CH2:23][C:22]3=[O:27])[C:18]([N+:28]([O-:30])=[O:29])=[C:17](/[CH:31]=[CH:34]/[N:35]([CH3:37])[CH3:36])[N:16]=2)[CH:12]=[CH:13][CH:14]=1)[C:2]1[CH:3]=[CH:4][CH:5]=[CH:6][CH:7]=1, predict the reactants needed to synthesize it. The reactants are: [CH2:1]([O:8][C:9]1[CH:10]=[C:11]([C:15]2[N:20]=[C:19]([N:21]3[CH2:26][CH2:25][O:24][CH2:23][C:22]3=[O:27])[C:18]([N+:28]([O-:30])=[O:29])=[C:17]([CH3:31])[N:16]=2)[CH:12]=[CH:13][CH:14]=1)[C:2]1[CH:7]=[CH:6][CH:5]=[CH:4][CH:3]=1.CO[CH:34](OC)[N:35]([CH3:37])[CH3:36].CC(C)=O. (2) The reactants are: [C:1]([N:4]1[CH2:9][CH2:8][CH:7]([C:10](N(OC)C)=[O:11])[CH2:6][CH2:5]1)(=[O:3])[CH3:2].[CH3:16][Mg]Br. Given the product [N:4]1([C:1](=[O:3])[CH3:2])[CH2:5][CH2:6][CH:7]([C:10](=[O:11])[CH3:16])[CH2:8][CH2:9]1, predict the reactants needed to synthesize it. (3) Given the product [CH3:1][N:2]1[C:6]([CH3:8])([CH3:7])[CH2:5][C:4]([C:23]2[N:24]=[CH:25][C:26]([C:29]#[C:30][C:31]3[CH:36]=[CH:35][CH:34]=[CH:33][CH:32]=3)=[CH:27][N:28]=2)([C:9]([O:11][CH2:12][C:13]2[CH:18]=[CH:17][CH:16]=[CH:15][CH:14]=2)=[O:10])[C:3]1=[O:19], predict the reactants needed to synthesize it. The reactants are: [CH3:1][N:2]1[C:6]([CH3:8])([CH3:7])[CH2:5][CH:4]([C:9]([O:11][CH2:12][C:13]2[CH:18]=[CH:17][CH:16]=[CH:15][CH:14]=2)=[O:10])[C:3]1=[O:19].[H-].[Na+].Cl[C:23]1[N:28]=[CH:27][C:26]([C:29]#[C:30][C:31]2[CH:36]=[CH:35][CH:34]=[CH:33][CH:32]=2)=[CH:25][N:24]=1. (4) Given the product [CH2:22]([NH:1][CH2:2][C:3]([C:6]1[CH:7]=[CH:8][C:9]([O:10][C:11]2[CH:19]=[CH:18][C:14]([C:15]([NH2:17])=[O:16])=[CH:13][N:12]=2)=[CH:20][CH:21]=1)([CH3:5])[CH3:4])[C:23]1[CH:28]=[CH:27][CH:26]=[CH:25][CH:24]=1, predict the reactants needed to synthesize it. The reactants are: [NH2:1][CH2:2][C:3]([C:6]1[CH:21]=[CH:20][C:9]([O:10][C:11]2[CH:19]=[CH:18][C:14]([C:15]([NH2:17])=[O:16])=[CH:13][N:12]=2)=[CH:8][CH:7]=1)([CH3:5])[CH3:4].[CH:22](=O)[C:23]1[CH:28]=[CH:27][CH:26]=[CH:25][CH:24]=1.